This data is from Catalyst prediction with 721,799 reactions and 888 catalyst types from USPTO. The task is: Predict which catalyst facilitates the given reaction. (1) Reactant: [CH3:1][N:2]([CH3:16])[S:3]([C:6]1[CH:7]=[C:8]([CH:13]=[CH:14][CH:15]=1)[C:9](OC)=[O:10])(=[O:5])=[O:4].[NH2:17][NH2:18]. Product: [NH:17]([C:9]([C:8]1[CH:7]=[C:6]([S:3]([N:2]([CH3:16])[CH3:1])(=[O:5])=[O:4])[CH:15]=[CH:14][CH:13]=1)=[O:10])[NH2:18]. The catalyst class is: 5. (2) The catalyst class is: 7. Product: [CH2:1]([O:8][C:9]1[CH:27]=[CH:26][C:12]([CH2:13][CH2:14][NH:15][C:16]([C:18]2[C:19]([NH:34][CH:28]3[CH2:33][CH2:32][CH2:31][CH2:30][CH2:29]3)=[N:20][C:21]([Cl:24])=[N:22][CH:23]=2)=[O:17])=[CH:11][CH:10]=1)[C:2]1[CH:7]=[CH:6][CH:5]=[CH:4][CH:3]=1. Reactant: [CH2:1]([O:8][C:9]1[CH:27]=[CH:26][C:12]([CH2:13][CH2:14][NH:15][C:16]([C:18]2[C:19](Cl)=[N:20][C:21]([Cl:24])=[N:22][CH:23]=2)=[O:17])=[CH:11][CH:10]=1)[C:2]1[CH:7]=[CH:6][CH:5]=[CH:4][CH:3]=1.[CH:28]1([NH2:34])[CH2:33][CH2:32][CH2:31][CH2:30][CH2:29]1. (3) Reactant: [H-].[Na+].[OH:3][CH:4]1[CH:9]([C:10]2[CH:15]=[CH:14][C:13]([CH2:16][O:17][C:18]([C:31]3[CH:36]=[CH:35][CH:34]=[CH:33][CH:32]=3)([C:25]3[CH:30]=[CH:29][CH:28]=[CH:27][CH:26]=3)[C:19]3[CH:24]=[CH:23][CH:22]=[CH:21][CH:20]=3)=[CH:12][CH:11]=2)[CH2:8][CH2:7][N:6]([C:37]([O:39][C:40]([CH3:43])([CH3:42])[CH3:41])=[O:38])[CH2:5]1.Br[CH2:45][C:46]1[CH:55]=[CH:54][C:53]2[C:48](=[CH:49][CH:50]=[CH:51][CH:52]=2)[CH:47]=1. Product: [CH:47]1[C:48]2[C:53](=[CH:52][CH:51]=[CH:50][CH:49]=2)[CH:54]=[CH:55][C:46]=1[CH2:45][O:3][CH:4]1[CH:9]([C:10]2[CH:11]=[CH:12][C:13]([CH2:16][O:17][C:18]([C:19]3[CH:24]=[CH:23][CH:22]=[CH:21][CH:20]=3)([C:25]3[CH:26]=[CH:27][CH:28]=[CH:29][CH:30]=3)[C:31]3[CH:32]=[CH:33][CH:34]=[CH:35][CH:36]=3)=[CH:14][CH:15]=2)[CH2:8][CH2:7][N:6]([C:37]([O:39][C:40]([CH3:43])([CH3:42])[CH3:41])=[O:38])[CH2:5]1. The catalyst class is: 9. (4) Reactant: [NH2:1][C:2]1[CH:7]=[CH:6][C:5]([OH:8])=[CH:4][CH:3]=1.Cl[C:10]1[C:19]2[C:14](=[CH:15][C:16]([Cl:20])=[CH:17][CH:18]=2)[N:13]=[CH:12][CH:11]=1. Product: [Cl:20][C:16]1[CH:15]=[C:14]2[C:19]([C:10]([NH:1][C:2]3[CH:7]=[CH:6][C:5]([OH:8])=[CH:4][CH:3]=3)=[CH:11][CH:12]=[N:13]2)=[CH:18][CH:17]=1. The catalyst class is: 8. (5) Reactant: [O:1]=[C:2]([C:18]1[CH:23]=[CH:22][CH:21]=[CH:20][CH:19]=1)[C@H:3]([NH:7][C:8](=[O:17])[O:9][CH2:10][C:11]1[CH:16]=[CH:15][CH:14]=[CH:13][CH:12]=1)[CH2:4][CH:5]=[CH2:6].C([BH-](C(CC)C)C(CC)C)(CC)C.[Li+]. Product: [OH:1][C@H:2]([C:18]1[CH:23]=[CH:22][CH:21]=[CH:20][CH:19]=1)[C@H:3]([NH:7][C:8](=[O:17])[O:9][CH2:10][C:11]1[CH:12]=[CH:13][CH:14]=[CH:15][CH:16]=1)[CH2:4][CH:5]=[CH2:6]. The catalyst class is: 1. (6) Reactant: FC(F)(F)C(OC(=O)C(F)(F)F)=O.[CH3:14][C:15]([OH:19])([C:17]#[CH:18])[CH3:16].C1CCN2C(=NCCC2)CC1.[Cl:31][C:32]1[CH:33]=[CH:34][C:35](O)=[C:36]([CH:41]=1)[C:37]([O:39][CH3:40])=[O:38].[Cl-].[NH4+]. Product: [Cl:31][C:32]1[CH:33]=[CH:34][C:35]([O:19][C:15]([CH3:16])([CH3:14])[C:17]#[CH:18])=[C:36]([CH:41]=1)[C:37]([O:39][CH3:40])=[O:38]. The catalyst class is: 879. (7) Reactant: [N:1]1([C:5]([C:7]2[CH:40]=[CH:39][C:10]([O:11][C:12]3[CH:13]=[C:14]([C:24]4[NH:28][C:27]([C:29]([O:31]CC5C=CC=CC=5)=[O:30])=[CH:26][CH:25]=4)[CH:15]=[C:16]([O:18][C@@H:19]([CH3:23])[CH2:20][O:21][CH3:22])[CH:17]=3)=[C:9]([F:41])[CH:8]=2)=[O:6])[CH2:4][CH2:3][CH2:2]1. Product: [N:1]1([C:5]([C:7]2[CH:40]=[CH:39][C:10]([O:11][C:12]3[CH:13]=[C:14]([C:24]4[NH:28][C:27]([C:29]([OH:31])=[O:30])=[CH:26][CH:25]=4)[CH:15]=[C:16]([O:18][C@@H:19]([CH3:23])[CH2:20][O:21][CH3:22])[CH:17]=3)=[C:9]([F:41])[CH:8]=2)=[O:6])[CH2:4][CH2:3][CH2:2]1. The catalyst class is: 178. (8) Reactant: [Cl:1][C:2]1[N:10]=[C:9](I)[N:8]=[C:7]2[C:3]=1[N:4]=[CH:5][N:6]2[CH3:12].C(N(CC)CC)C.[CH3:20][CH:21]([OH:24])[C:22]#[CH:23]. Product: [Cl:1][C:2]1[N:10]=[C:9]([C:23]#[C:22][CH:21]([OH:24])[CH3:20])[N:8]=[C:7]2[C:3]=1[N:4]=[CH:5][N:6]2[CH3:12]. The catalyst class is: 185. (9) Reactant: [Si]([O:8][CH2:9][CH2:10][C:11]1[CH:12]=[CH:13][CH:14]=[C:15]2[C:19]=1[NH:18][CH:17]=[C:16]2[C:20](=[O:28])[CH2:21][C:22]1[CH:27]=[CH:26][CH:25]=[CH:24][CH:23]=1)(C(C)(C)C)(C)C.Cl.O1CCOCC1. Product: [OH:8][CH2:9][CH2:10][C:11]1[CH:12]=[CH:13][CH:14]=[C:15]2[C:19]=1[NH:18][CH:17]=[C:16]2[C:20](=[O:28])[CH2:21][C:22]1[CH:27]=[CH:26][CH:25]=[CH:24][CH:23]=1. The catalyst class is: 4. (10) Reactant: [CH3:1][C:2]1[CH:3]=[CH:4][C:5]([NH:21][C:22]([C:24]2[CH:25]=[CH:26][C:27]([CH2:30][N:31]3[CH2:36][CH2:35][N:34]([CH3:37])[CH2:33][CH2:32]3)=[CH:28][CH:29]=2)=[O:23])=[CH:6][C:7]=1[NH:8][C:9]1[N:10]=[CH:11][CH:12]=[C:13]([C:15]2[CH:16]=[CH:17][CH:18]=[N:19][CH:20]=2)[N:14]=1.O1CCOC1.[CH3:43][S:44]([OH:47])(=[O:46])=[O:45]. Product: [CH3:1][C:2]1[CH:3]=[CH:4][C:5]([NH:21][C:22]([C:24]2[CH:29]=[CH:28][C:27]([CH2:30][N:31]3[CH2:32][CH2:33][N:34]([CH3:37])[CH2:35][CH2:36]3)=[CH:26][CH:25]=2)=[O:23])=[CH:6][C:7]=1[NH:8][C:9]1[N:10]=[CH:11][CH:12]=[C:13]([C:15]2[CH:16]=[CH:17][CH:18]=[N:19][CH:20]=2)[N:14]=1.[CH3:43][S:44]([OH:47])(=[O:46])=[O:45]. The catalyst class is: 6.